Task: Predict which catalyst facilitates the given reaction.. Dataset: Catalyst prediction with 721,799 reactions and 888 catalyst types from USPTO (1) Reactant: [C:1]([NH:4][C:5]1[CH:13]=[CH:12][CH:11]=[C:10]2[C:6]=1[C:7](=[O:33])[N:8]([CH:15]([C:20]1[CH:25]=[CH:24][C:23]([O:26][CH:27]([F:29])[F:28])=[C:22]([O:30][CH2:31][CH3:32])[CH:21]=1)[CH2:16][C:17](O)=[O:18])[C:9]2=[O:14])(=[O:3])[CH3:2].C1N=C[N:36](C(N2C=NC=C2)=O)C=1.[NH4+].[OH-]. Product: [C:1]([NH:4][C:5]1[CH:13]=[CH:12][CH:11]=[C:10]2[C:6]=1[C:7](=[O:33])[N:8]([CH:15]([C:20]1[CH:25]=[CH:24][C:23]([O:26][CH:27]([F:28])[F:29])=[C:22]([O:30][CH2:31][CH3:32])[CH:21]=1)[CH2:16][C:17]([NH2:36])=[O:18])[C:9]2=[O:14])(=[O:3])[CH3:2]. The catalyst class is: 1. (2) Reactant: [NH2:1][C:2]1[S:3][C:4]2[CH:10]=[C:9]([O:11][S:12]([C:15]3[CH:20]=[CH:19][C:18]([F:21])=[CH:17][CH:16]=3)(=[O:14])=[O:13])[CH:8]=[CH:7][C:5]=2[N:6]=1.[C:22](O)(=[O:24])[CH3:23].CN(C(ON1N=NC2C=CC=CC1=2)=[N+](C)C)C.F[P-](F)(F)(F)(F)F.C(NC(C)C)(C)C. Product: [C:22]([NH:1][C:2]1[S:3][C:4]2[CH:10]=[C:9]([O:11][S:12]([C:15]3[CH:20]=[CH:19][C:18]([F:21])=[CH:17][CH:16]=3)(=[O:13])=[O:14])[CH:8]=[CH:7][C:5]=2[N:6]=1)(=[O:24])[CH3:23]. The catalyst class is: 288. (3) Reactant: [O:1]=[C:2]1[C:10]2[C:5](=[CH:6][CH:7]=[CH:8][CH:9]=2)[C:4](=[O:11])[N:3]1[C@@H:12]([CH2:23][CH:24]=[CH2:25])[C:13]([O:15][CH2:16][C:17]1[CH:22]=[CH:21][CH:20]=[CH:19][CH:18]=1)=[O:14].CCCC[N+](CCCC)(CCCC)CCCC.[FH:43].F.[F-].[I:46]N1C(=O)CCC1=O. Product: [O:11]=[C:4]1[C:5]2[C:10](=[CH:9][CH:8]=[CH:7][CH:6]=2)[C:2](=[O:1])[N:3]1[C@@H:12]([CH2:23][CH:24]([F:43])[CH2:25][I:46])[C:13]([O:15][CH2:16][C:17]1[CH:22]=[CH:21][CH:20]=[CH:19][CH:18]=1)=[O:14]. The catalyst class is: 96. (4) Reactant: COC1C=CC([C@@H]([N:11]2[C@H:24]3[C@H:15]([CH2:16][CH2:17][C:18]4[C:23]3=[N:22][CH:21]=[CH:20][CH:19]=4)[CH2:14][CH2:13][CH2:12]2)C)=CC=1. Product: [NH:22]1[C@H:23]2[C@H:18]([CH2:17][CH2:16][C:15]3[C:24]2=[N:11][CH:12]=[CH:13][CH:14]=3)[CH2:19][CH2:20][CH2:21]1. The catalyst class is: 281.